Predict which catalyst facilitates the given reaction. From a dataset of Catalyst prediction with 721,799 reactions and 888 catalyst types from USPTO. Reactant: C(N(C(C)C)CC)(C)C.[Cl:10][C:11]1[C:12]([NH:20][C:21]2[C:30]3[C:25](=[CH:26][C:27]([O:33][CH2:34][CH:35]4[CH2:40][CH2:39][NH:38][CH2:37][CH2:36]4)=[C:28]([O:31][CH3:32])[CH:29]=3)[N:24]=[CH:23][N:22]=2)=[C:13]2[O:19][CH2:18][O:17][C:14]2=[N:15][CH:16]=1.[CH3:41][N:42]([CH3:47])[CH2:43][C:44](O)=[O:45].CN(C=O)C. Product: [Cl:10][C:11]1[C:12]([NH:20][C:21]2[C:30]3[C:25](=[CH:26][C:27]([O:33][CH2:34][CH:35]4[CH2:40][CH2:39][N:38]([C:44](=[O:45])[CH2:43][N:42]([CH3:47])[CH3:41])[CH2:37][CH2:36]4)=[C:28]([O:31][CH3:32])[CH:29]=3)[N:24]=[CH:23][N:22]=2)=[C:13]2[O:19][CH2:18][O:17][C:14]2=[N:15][CH:16]=1. The catalyst class is: 13.